From a dataset of NCI-60 drug combinations with 297,098 pairs across 59 cell lines. Regression. Given two drug SMILES strings and cell line genomic features, predict the synergy score measuring deviation from expected non-interaction effect. Drug 1: CN1CCC(CC1)COC2=C(C=C3C(=C2)N=CN=C3NC4=C(C=C(C=C4)Br)F)OC. Drug 2: CC1=C(C=C(C=C1)NC2=NC=CC(=N2)N(C)C3=CC4=NN(C(=C4C=C3)C)C)S(=O)(=O)N.Cl. Cell line: SN12C. Synergy scores: CSS=16.8, Synergy_ZIP=-4.82, Synergy_Bliss=-1.29, Synergy_Loewe=-1.16, Synergy_HSA=-0.251.